Task: Predict the reaction yield, written as a fraction of the theoretical maximum amount of product (1.0 means a 100% yield; for example, 0.34 means a 34% yield).. Dataset: Reaction yield outcomes from USPTO patents with 853,638 reactions (1) The reactants are Cl[C:2]1[N:7]=[C:6]([NH:8][C:9]2[CH:14]=[CH:13][CH:12]=[CH:11][C:10]=2[S:15]([CH:18]([CH3:20])[CH3:19])(=[O:17])=[O:16])[C:5]([Cl:21])=[CH:4][N:3]=1.[CH3:22][P:23]([C:26]1[N:27]=[C:28]([O:33][CH3:34])[C:29]([NH2:32])=[N:30][CH:31]=1)([CH3:25])=[O:24].CC1(C)C2C(=C(P(C3C=CC=CC=3)C3C=CC=CC=3)C=CC=2)OC2C(P(C3C=CC=CC=3)C3C=CC=CC=3)=CC=CC1=2.C(=O)([O-])[O-].[Cs+].[Cs+]. The catalyst is C1C=CC(/C=C/C(/C=C/C2C=CC=CC=2)=O)=CC=1.C1C=CC(/C=C/C(/C=C/C2C=CC=CC=2)=O)=CC=1.[Pd].C(Cl)(Cl)Cl.O1CCOCC1. The product is [Cl:21][C:5]1[C:6]([NH:8][C:9]2[CH:14]=[CH:13][CH:12]=[CH:11][C:10]=2[S:15]([CH:18]([CH3:20])[CH3:19])(=[O:17])=[O:16])=[N:7][C:2]([NH:32][C:29]2[C:28]([O:33][CH3:34])=[N:27][C:26]([P:23]([CH3:22])([CH3:25])=[O:24])=[CH:31][N:30]=2)=[N:3][CH:4]=1. The yield is 0.0600. (2) The reactants are [CH3:1][C:2]1([CH3:32])[CH2:7][C:6](=O)[CH2:5][C:4]([CH3:10])([CH3:9])[P:3]1[C:11]1[CH:16]=[CH:15][CH:14]=[CH:13][C:12]=1[C:17]1[C:22]([CH:23]([CH3:25])[CH3:24])=[CH:21][C:20]([CH:26]([CH3:28])[CH3:27])=[CH:19][C:18]=1[CH:29]([CH3:31])[CH3:30].O.NN.[OH-].[K+]. No catalyst specified. The product is [CH3:32][C:2]1([CH3:1])[CH2:7][CH2:6][CH2:5][C:4]([CH3:9])([CH3:10])[P:3]1[C:11]1[CH:16]=[CH:15][CH:14]=[CH:13][C:12]=1[C:17]1[C:18]([CH:29]([CH3:30])[CH3:31])=[CH:19][C:20]([CH:26]([CH3:28])[CH3:27])=[CH:21][C:22]=1[CH:23]([CH3:25])[CH3:24]. The yield is 0.940. (3) The reactants are [F:1][C:2]([F:25])([F:24])[CH2:3][O:4][C:5]1[CH:10]=[CH:9][C:8]([C:11](=O)[CH2:12][C:13](=O)[C:14]([F:17])([F:16])[F:15])=[CH:7][C:6]=1[C:20]([F:23])([F:22])[F:21].[NH2:26][C:27]1[C:31]([C:32]2[CH:37]=[C:36]([CH3:38])[N:35]=[C:34]([CH3:39])[CH:33]=2)=[CH:30][NH:29][N:28]=1. No catalyst specified. The product is [F:1][C:2]([F:25])([F:24])[CH2:3][O:4][C:5]1[CH:10]=[CH:9][C:8]([C:11]2[CH:12]=[C:13]([C:14]([F:17])([F:16])[F:15])[N:28]3[N:29]=[CH:30][C:31]([C:32]4[CH:37]=[C:36]([CH3:38])[N:35]=[C:34]([CH3:39])[CH:33]=4)=[C:27]3[N:26]=2)=[CH:7][C:6]=1[C:20]([F:23])([F:22])[F:21]. The yield is 0.620. (4) The reactants are [C:1]([NH:4][C:5]1[CH:6]=[C:7]([CH:12]=[CH:13][N:14]=1)[C:8](OC)=[O:9])(=[O:3])[CH3:2].[NH2:15][NH2:16].[N:17]([O-])=O.[Na+]. The catalyst is CO. The product is [C:1]([NH:4][C:5]1[CH:6]=[C:7]([CH:12]=[CH:13][N:14]=1)[C:8]([N:15]=[N+:16]=[N-:17])=[O:9])(=[O:3])[CH3:2]. The yield is 0.680. (5) The reactants are [Cl:1][SiH2:2][Cl:3].[CH:4]12[CH2:10][CH:7]([CH2:8][CH2:9]1)[CH:6]=[CH:5]2.N1C=CN=C1.C[Si](C)([C:19]12[CH2:25][CH:22]([CH2:23][CH2:24]1)[CH2:21][CH2:20]2)Cl. The catalyst is C1(C)C(C)=CC=CC=1.CN(C=O)C.O. The product is [CH:4]12[CH2:10][CH:7]([CH2:8][CH2:9]1)[CH2:6][CH:5]2[Si:2]([CH:20]1[CH2:21][CH:22]2[CH2:25][CH:19]1[CH2:24][CH2:23]2)([Cl:3])[Cl:1]. The yield is 0.940. (6) The reactants are Cl[CH2:2][C:3]1[N:7]([CH3:8])[N:6]=[C:5]([C:9]2[CH:14]=[CH:13][C:12]([O:15][C:16]([F:19])([F:18])[F:17])=[CH:11][CH:10]=2)[CH:4]=1.C(=O)(O)[O-].[Na+].C(OCC)(=O)C.[C:31](#[N:33])C. The catalyst is [C-]#N.C([N+](CCCC)(CCCC)CCCC)CCC. The product is [CH3:8][N:7]1[C:3]([CH2:2][C:31]#[N:33])=[CH:4][C:5]([C:9]2[CH:14]=[CH:13][C:12]([O:15][C:16]([F:19])([F:18])[F:17])=[CH:11][CH:10]=2)=[N:6]1. The yield is 0.610. (7) The reactants are [Br:1][C:2]1[C:7](=[O:8])[N:6]2[CH:9]=[CH:10][CH:11]=[CH:12][C:5]2=[N:4][C:3]=1Cl.[CH3:14][O-:15].[Na+]. The catalyst is CO. The product is [Br:1][C:2]1[C:7](=[O:8])[N:6]2[CH:9]=[CH:10][CH:11]=[CH:12][C:5]2=[N:4][C:3]=1[O:15][CH3:14]. The yield is 0.770. (8) The reactants are [C:1]([C:3]1[CH:4]=[C:5]([C:24]2C=[CH:28][C:27](C(O)=O)=[CH:26][CH:25]=2)[CH:6]=[CH:7][C:8]=1[O:9][CH2:10][CH:11]1[CH2:16][CH2:15][N:14]([CH2:17][C:18]([CH2:22][CH3:23])([F:21])[CH2:19][CH3:20])[CH2:13][CH2:12]1)#[N:2].[NH:33]1[CH2:37][CH2:36][CH2:35][C@H:34]1[C:38]([NH2:40])=[O:39].[CH2:41](Cl)[CH2:42]Cl.C1C=CC2N([OH:54])N=NC=2C=1.CCN(C(C)C)C(C)C. The product is [C:1]([C:3]1[CH:4]=[C:5]([C:24]2[C:41]([C:42]([N:33]3[CH2:37][CH2:36][CH2:35][C@H:34]3[C:38]([NH2:40])=[O:39])=[O:54])=[CH:28][CH:27]=[CH:26][CH:25]=2)[CH:6]=[CH:7][C:8]=1[O:9][CH2:10][CH:11]1[CH2:16][CH2:15][N:14]([CH2:17][C:18]([CH2:22][CH3:23])([F:21])[CH2:19][CH3:20])[CH2:13][CH2:12]1)#[N:2]. The catalyst is C(Cl)Cl.O. The yield is 0.510. (9) The reactants are I[CH:2]([CH3:4])[CH3:3].[Cl:5][C@H:6]1[C@H:10]([CH2:11][CH2:12][CH2:13][C:14]2[S:18][C:17]([C:19]([OH:21])=[O:20])=[CH:16][CH:15]=2)[C@@H:9]([C:22]#[C:23][C:24]2[CH:29]=[CH:28][CH:27]=[CH:26][CH:25]=2)[C@H:8]([OH:30])[CH2:7]1.C1CCN2C(=NCCC2)CC1. The catalyst is CC(C)=O. The product is [Cl:5][C@H:6]1[C@H:10]([CH2:11][CH2:12][CH2:13][C:14]2[S:18][C:17]([C:19]([O:21][CH:2]([CH3:4])[CH3:3])=[O:20])=[CH:16][CH:15]=2)[C@@H:9]([C:22]#[C:23][C:24]2[CH:25]=[CH:26][CH:27]=[CH:28][CH:29]=2)[C@H:8]([OH:30])[CH2:7]1. The yield is 0.520. (10) The reactants are P(Cl)(Cl)([Cl:3])=O.[CH2:6]([O:8][C:9]([C:11]1[C:16](O)=[C:15]([CH3:18])[C:14](=[O:19])[N:13]([CH3:20])[C:12]=1[CH3:21])=[O:10])[CH3:7]. No catalyst specified. The product is [CH2:6]([O:8][C:9]([C:11]1[C:16]([Cl:3])=[C:15]([CH3:18])[C:14](=[O:19])[N:13]([CH3:20])[C:12]=1[CH3:21])=[O:10])[CH3:7]. The yield is 0.890.